This data is from Retrosynthesis with 50K atom-mapped reactions and 10 reaction types from USPTO. The task is: Predict the reactants needed to synthesize the given product. (1) Given the product C[C@H]1CCC[C@@H](C)N1c1ncnc(Cl)c1F, predict the reactants needed to synthesize it. The reactants are: C[C@H]1CCC[C@@H](C)N1.Fc1c(Cl)ncnc1Cl. (2) Given the product Cc1ccc(C(=O)NN(C(=O)c2cc(Cl)sc2Cl)C(C)(C)C)cc1, predict the reactants needed to synthesize it. The reactants are: Cc1ccc(C(=O)NNC(C)(C)C)cc1.O=C(Cl)c1cc(Cl)sc1Cl.